Dataset: Catalyst prediction with 721,799 reactions and 888 catalyst types from USPTO. Task: Predict which catalyst facilitates the given reaction. (1) Reactant: Cl[C:2]1[N:10]=[CH:9][N:8]=[C:7]2[C:3]=1[N:4]=[CH:5][N:6]2[CH:11]1[CH2:15][CH2:14][CH2:13][O:12]1.ClC1N=CN=C2C=1NC=N2.[OH:26][C:27]1[CH:34]=[CH:33][C:30]([CH2:31][NH2:32])=[CH:29][C:28]=1[O:35][CH3:36].C(N(CC)CC)C. Product: [OH:26][C:27]1[CH:34]=[CH:33][C:30]([CH2:31][NH:32][C:2]2[N:10]=[CH:9][N:8]=[C:7]3[C:3]=2[N:4]=[CH:5][N:6]3[CH:11]2[CH2:15][CH2:14][CH2:13][O:12]2)=[CH:29][C:28]=1[O:35][CH3:36]. The catalyst class is: 259. (2) Reactant: [C:1]([C:5]1[N:9]([CH2:10][CH:11]2[CH2:16][CH2:15][CH:14]([F:17])[CH2:13][CH2:12]2)[C:8]2[CH:18]=[CH:19][C:20]([NH:22]C(=O)C)=[CH:21][C:7]=2[N:6]=1)([CH3:4])([CH3:3])[CH3:2]. Product: [C:1]([C:5]1[N:9]([CH2:10][CH:11]2[CH2:12][CH2:13][CH:14]([F:17])[CH2:15][CH2:16]2)[C:8]2[CH:18]=[CH:19][C:20]([NH2:22])=[CH:21][C:7]=2[N:6]=1)([CH3:4])([CH3:2])[CH3:3]. The catalyst class is: 422. (3) Reactant: [CH3:1][O:2][C:3](=[O:19])[CH:4]([C:9](=[O:18])[C:10]1[CH:15]=[CH:14][C:13]([Br:16])=[C:12]([CH3:17])[CH:11]=1)/[C:5](=[N:7]/C)/[CH3:6].Cl.NO. Product: [CH3:1][O:2][C:3]([C:4]1[C:5]([CH3:6])=[N:7][O:18][C:9]=1[C:10]1[CH:15]=[CH:14][C:13]([Br:16])=[C:12]([CH3:17])[CH:11]=1)=[O:19]. The catalyst class is: 15. (4) Reactant: [C:1]([O:5][C:6](=[O:26])[NH:7][CH:8]1[CH2:17][C:16]2[C:11](=[CH:12][CH:13]=[C:14](Br)[CH:15]=2)[N:10]([CH2:19][C:20]2[CH:25]=[CH:24][CH:23]=[CH:22][CH:21]=2)[CH2:9]1)([CH3:4])([CH3:3])[CH3:2].[F:27][C:28]1[CH:33]=[CH:32][C:31](B(O)O)=[CH:30][CH:29]=1.C([O-])([O-])=O.[K+].[K+].N#N. Product: [CH2:19]([N:10]1[C:11]2[C:16](=[CH:15][C:14]([C:31]3[CH:32]=[CH:33][C:28]([F:27])=[CH:29][CH:30]=3)=[CH:13][CH:12]=2)[CH2:17][CH:8]([NH:7][C:6](=[O:26])[O:5][C:1]([CH3:4])([CH3:3])[CH3:2])[CH2:9]1)[C:20]1[CH:25]=[CH:24][CH:23]=[CH:22][CH:21]=1. The catalyst class is: 92. (5) Reactant: CS(O)(=O)=O.[NH2:6][CH2:7][C:8]1[CH:9]=[C:10]2[C:14](=[CH:15][CH:16]=1)[C:13](=[O:17])[N:12]([CH:18]1[CH2:23][CH2:22][C:21](=[O:24])[NH:20][C:19]1=[O:25])[CH2:11]2.[Cl:26][C:27]1[CH:32]=[C:31]([Cl:33])[CH:30]=[CH:29][C:28]=1[N:34]=[C:35]=[O:36].C(N(CC)CC)C.Cl. Product: [Cl:26][C:27]1[CH:32]=[C:31]([Cl:33])[CH:30]=[CH:29][C:28]=1[NH:34][C:35]([NH:6][CH2:7][C:8]1[CH:9]=[C:10]2[C:14](=[CH:15][CH:16]=1)[C:13](=[O:17])[N:12]([CH:18]1[CH2:23][CH2:22][C:21](=[O:24])[NH:20][C:19]1=[O:25])[CH2:11]2)=[O:36]. The catalyst class is: 10. (6) Reactant: [CH3:1][N:2]([CH3:16])[C:3]1([C:10]2[CH:15]=[CH:14][CH:13]=[CH:12][CH:11]=2)[CH2:8][CH2:7][C:6](=[O:9])[CH2:5][CH2:4]1.B([O-])=O.[Na+].P([O-])([O-])([O-])=O. Product: [CH3:1][N:2]([CH3:16])[C:3]1([C:10]2[CH:15]=[CH:14][CH:13]=[CH:12][CH:11]=2)[CH2:8][CH2:7][CH:6]([OH:9])[CH2:5][CH2:4]1. The catalyst class is: 32. (7) Reactant: C[O:2][C:3](=[O:29])[C:4]1[CH:9]=[CH:8][C:7]([CH2:10][NH:11][C:12]2[N:17]=[C:16]([NH2:18])[N:15]=[C:14]([NH:19][CH:20]3[CH2:28][C:27]4[C:22](=[CH:23][CH:24]=[CH:25][CH:26]=4)[CH2:21]3)[N:13]=2)=[CH:6][CH:5]=1.O[Li].O.Cl. Product: [NH2:18][C:16]1[N:15]=[C:14]([NH:19][CH:20]2[CH2:28][C:27]3[C:22](=[CH:23][CH:24]=[CH:25][CH:26]=3)[CH2:21]2)[N:13]=[C:12]([NH:11][CH2:10][C:7]2[CH:6]=[CH:5][C:4]([C:3]([OH:29])=[O:2])=[CH:9][CH:8]=2)[N:17]=1. The catalyst class is: 20.